This data is from Experimentally validated miRNA-target interactions with 360,000+ pairs, plus equal number of negative samples. The task is: Binary Classification. Given a miRNA mature sequence and a target amino acid sequence, predict their likelihood of interaction. The miRNA is hsa-miR-6787-5p with sequence UGGCGGGGGUAGAGCUGGCUGC. The protein sequence of the target gene is MKSSRDEAVGHHSISSFEVMLSALFIMLMVFSIGLIAVSWLAVKESEGDAALGKSHEVRGTFKITSGVTYNPNLQDKHSVDFKVLAFDLQQMIDEIFESSSLKNEYEKSKVFQFEKGSVIVLFDLFFAQWVSDKNVKEELIQGIEANISSQLVTLHIDLNSIDITASLSDFTTAVPVTTSDKLTTSSPMTTSASLGNLSTTVAATTSAPLCNLSTATFATTSGHVSIECQPGSRPCAHAWNCVATDLFCDGEVNCPDGSDEDTGLCATACDGRFLLTGDSGVFQADRYPRPDESGVVCRW.... Result: 0 (no interaction).